Dataset: NCI-60 drug combinations with 297,098 pairs across 59 cell lines. Task: Regression. Given two drug SMILES strings and cell line genomic features, predict the synergy score measuring deviation from expected non-interaction effect. (1) Drug 1: C1=C(C(=O)NC(=O)N1)F. Drug 2: C1CC(C1)(C(=O)O)C(=O)O.[NH2-].[NH2-].[Pt+2]. Cell line: CAKI-1. Synergy scores: CSS=39.7, Synergy_ZIP=1.95, Synergy_Bliss=2.38, Synergy_Loewe=9.25, Synergy_HSA=10.9. (2) Drug 1: CS(=O)(=O)CCNCC1=CC=C(O1)C2=CC3=C(C=C2)N=CN=C3NC4=CC(=C(C=C4)OCC5=CC(=CC=C5)F)Cl. Drug 2: CNC(=O)C1=NC=CC(=C1)OC2=CC=C(C=C2)NC(=O)NC3=CC(=C(C=C3)Cl)C(F)(F)F. Cell line: NCIH23. Synergy scores: CSS=46.2, Synergy_ZIP=1.46, Synergy_Bliss=1.24, Synergy_Loewe=-2.24, Synergy_HSA=3.90.